This data is from Forward reaction prediction with 1.9M reactions from USPTO patents (1976-2016). The task is: Predict the product of the given reaction. Given the reactants [CH3:1][O:2][C:3](=[O:33])[N:4]=[C:5]([S:31][CH3:32])[C:6]([C:20]1[CH:25]=[C:24]([O:26][CH3:27])[C:23](OC)=[CH:22][C:21]=1[F:30])=NC1C=CC(C2N=C(C)ON=2)=CC=1.[F:34][C:35]([F:49])([F:48])[C:36]1[O:40][N:39]=[C:38]([C:41]2[CH:46]=[CH:45][C:44]([NH2:47])=[CH:43][CH:42]=2)[N:37]=1.FC1[C:58]([O:59][CH2:60][CH2:61][O:62]C)=CC(OC)=CC=1C=O.CC1ON=C(C2C=CC(N)=CC=2)N=1.FC1C=C(OC)C(OC)=CC=1C=O, predict the reaction product. The product is: [CH3:1][O:2][C:3](=[O:33])[N:4]=[C:5]([S:31][CH3:32])[C:6]([C:20]1[CH:25]=[C:24]([O:26][CH3:27])[CH:23]=[C:22]([O:62][CH2:61][CH2:60][O:59][CH3:58])[C:21]=1[F:30])=[N:47][C:44]1[CH:43]=[CH:42][C:41]([C:38]2[N:37]=[C:36]([C:35]([F:48])([F:34])[F:49])[O:40][N:39]=2)=[CH:46][CH:45]=1.